This data is from NCI-60 drug combinations with 297,098 pairs across 59 cell lines. The task is: Regression. Given two drug SMILES strings and cell line genomic features, predict the synergy score measuring deviation from expected non-interaction effect. (1) Drug 1: CC(CN1CC(=O)NC(=O)C1)N2CC(=O)NC(=O)C2. Drug 2: CC1=C(C(=CC=C1)Cl)NC(=O)C2=CN=C(S2)NC3=CC(=NC(=N3)C)N4CCN(CC4)CCO. Cell line: A549. Synergy scores: CSS=54.7, Synergy_ZIP=2.00, Synergy_Bliss=1.64, Synergy_Loewe=6.96, Synergy_HSA=9.28. (2) Drug 1: CC(C)NC(=O)C1=CC=C(C=C1)CNNC.Cl. Drug 2: C1CCC(C(C1)N)N.C(=O)(C(=O)[O-])[O-].[Pt+4]. Cell line: COLO 205. Synergy scores: CSS=18.8, Synergy_ZIP=-3.04, Synergy_Bliss=-10.4, Synergy_Loewe=-29.6, Synergy_HSA=-13.0. (3) Drug 1: COC1=C(C=C2C(=C1)N=CN=C2NC3=CC(=C(C=C3)F)Cl)OCCCN4CCOCC4. Drug 2: C1CN(P(=O)(OC1)NCCCl)CCCl. Cell line: A549. Synergy scores: CSS=28.4, Synergy_ZIP=1.97, Synergy_Bliss=2.58, Synergy_Loewe=-13.1, Synergy_HSA=3.37. (4) Drug 1: CCC1=CC2CC(C3=C(CN(C2)C1)C4=CC=CC=C4N3)(C5=C(C=C6C(=C5)C78CCN9C7C(C=CC9)(C(C(C8N6C)(C(=O)OC)O)OC(=O)C)CC)OC)C(=O)OC.C(C(C(=O)O)O)(C(=O)O)O. Drug 2: C1C(C(OC1N2C=C(C(=O)NC2=O)F)CO)O. Cell line: RXF 393. Synergy scores: CSS=42.1, Synergy_ZIP=-3.77, Synergy_Bliss=1.32, Synergy_Loewe=2.73, Synergy_HSA=4.96. (5) Drug 1: C1CCN(CC1)CCOC2=CC=C(C=C2)C(=O)C3=C(SC4=C3C=CC(=C4)O)C5=CC=C(C=C5)O. Drug 2: C1=CC(=CC=C1CCCC(=O)O)N(CCCl)CCCl. Cell line: M14. Synergy scores: CSS=1.04, Synergy_ZIP=-4.94, Synergy_Bliss=2.61, Synergy_Loewe=-5.15, Synergy_HSA=-4.97. (6) Drug 1: CCN(CC)CCNC(=O)C1=C(NC(=C1C)C=C2C3=C(C=CC(=C3)F)NC2=O)C. Drug 2: C1CN(CCN1C(=O)CCBr)C(=O)CCBr. Cell line: T-47D. Synergy scores: CSS=16.5, Synergy_ZIP=-0.650, Synergy_Bliss=6.16, Synergy_Loewe=6.35, Synergy_HSA=6.35.